From a dataset of Forward reaction prediction with 1.9M reactions from USPTO patents (1976-2016). Predict the product of the given reaction. (1) Given the reactants [CH3:1][O:2][C:3]1[CH:8]=[CH:7][C:6]([C@@H:9]2[C@@H:14]([O:15][CH2:16][C:17]3[CH:18]=[CH:19][C:20]4[O:25][CH2:24][CH2:23][N:22]([CH2:26][CH2:27][CH2:28][O:29][CH3:30])[C:21]=4[CH:31]=3)[CH2:13][N:12]([S:32]([C:35]3[CH:40]=[CH:39][C:38]([CH3:41])=[CH:37][CH:36]=3)(=[O:34])=[O:33])[C@H:11]([CH2:42][C:43]([CH3:48])([CH3:47])[C:44](O)=[O:45])[CH2:10]2)=[CH:5][CH:4]=1.[CH3:49][N:50]1[CH2:55][CH2:54][CH:53]([NH2:56])[CH2:52][CH2:51]1, predict the reaction product. The product is: [CH3:1][O:2][C:3]1[CH:4]=[CH:5][C:6]([C@@H:9]2[C@@H:14]([O:15][CH2:16][C:17]3[CH:18]=[CH:19][C:20]4[O:25][CH2:24][CH2:23][N:22]([CH2:26][CH2:27][CH2:28][O:29][CH3:30])[C:21]=4[CH:31]=3)[CH2:13][N:12]([S:32]([C:35]3[CH:40]=[CH:39][C:38]([CH3:41])=[CH:37][CH:36]=3)(=[O:33])=[O:34])[C@H:11]([CH2:42][C:43]([CH3:47])([CH3:48])[C:44]([NH:56][CH:53]3[CH2:54][CH2:55][N:50]([CH3:49])[CH2:51][CH2:52]3)=[O:45])[CH2:10]2)=[CH:7][CH:8]=1. (2) Given the reactants [CH2:1]([N:8]1[CH2:13][C:12](=[O:14])[NH:11][C:10]2[CH:15]=[C:16]([C:19](OC)=[O:20])[CH:17]=[N:18][C:9]1=2)[C:2]1[CH:7]=[CH:6][CH:5]=[CH:4][CH:3]=1.[H-].[Na+].[H-].[Al+3].[Li+].[H-].[H-].[H-].CO, predict the reaction product. The product is: [CH2:1]([N:8]1[CH2:13][C:12](=[O:14])[NH:11][C:10]2[CH:15]=[C:16]([CH2:19][OH:20])[CH:17]=[N:18][C:9]1=2)[C:2]1[CH:3]=[CH:4][CH:5]=[CH:6][CH:7]=1. (3) Given the reactants [C:1]1([CH3:33])[CH:6]=[C:5]([CH3:7])[CH:4]=[C:3]([CH3:8])[C:2]=1[O:9][CH2:10][C:11]([NH:13][C:14]1[NH:15][CH:16]=[C:17]([C:19]2[CH:24]=[CH:23][CH:22]=[CH:21][C:20]=2[O:25]CC2C=CC=CC=2)[N:18]=1)=[O:12].Br.C(O)(=O)C, predict the reaction product. The product is: [OH:25][C:20]1[CH:21]=[CH:22][CH:23]=[CH:24][C:19]=1[C:17]1[N:18]=[C:14]([NH:13][C:11](=[O:12])[CH2:10][O:9][C:2]2[C:1]([CH3:33])=[CH:6][C:5]([CH3:7])=[CH:4][C:3]=2[CH3:8])[NH:15][CH:16]=1. (4) Given the reactants CC1C=CC(S(O[C:12]2[C:17]([N+:18]([O-:20])=[O:19])=[C:16]([C:21]3[O:22][CH:23]=[CH:24][CH:25]=3)[N:15]=[C:14]([NH2:26])[N:13]=2)(=O)=O)=CC=1.C(N(CC)CC)C.[N:34]1[CH:39]=[CH:38][CH:37]=[CH:36][C:35]=1[CH2:40][NH2:41].O, predict the reaction product. The product is: [O:22]1[CH:23]=[CH:24][CH:25]=[C:21]1[C:16]1[N:15]=[C:14]([NH2:26])[N:13]=[C:12]([NH:41][CH2:40][C:35]2[CH:36]=[CH:37][CH:38]=[CH:39][N:34]=2)[C:17]=1[N+:18]([O-:20])=[O:19]. (5) Given the reactants C([O:5][C:6]([CH2:8][N:9]1[CH2:14][CH2:13][CH:12]([O:15][C:16]2[CH:21]=[CH:20][C:19]([I:22])=[CH:18][C:17]=2[CH:23]2[C:28]3([C:36]4[C:31](=[CH:32][C:33]([Cl:37])=[CH:34][CH:35]=4)[NH:30][C:29]3=[O:38])[CH:27]([C:39]3[CH:44]=[CH:43][CH:42]=[C:41]([Cl:45])[CH:40]=3)[CH2:26][C:25](=[O:46])[NH:24]2)[CH2:11][CH2:10]1)=[O:7])(C)(C)C.[F:47][C:48]([F:53])([F:52])[C:49]([OH:51])=[O:50], predict the reaction product. The product is: [Cl:37][C:33]1[CH:32]=[C:31]2[NH:30][C:29](=[O:38])[C:28]3([CH:27]([C:39]4[CH:44]=[CH:43][CH:42]=[C:41]([Cl:45])[CH:40]=4)[CH2:26][C:25](=[O:46])[NH:24][CH:23]3[C:17]3[CH:18]=[C:19]([I:22])[CH:20]=[CH:21][C:16]=3[O:15][CH:12]3[CH2:13][CH2:14][N:9]([CH2:8][C:6]([OH:7])=[O:5])[CH2:10][CH2:11]3)[C:36]2=[CH:35][CH:34]=1.[F:47][C:48]([F:53])([F:52])[C:49]([OH:51])=[O:50]. (6) Given the reactants [Cl:1][C:2]1[CH:34]=[CH:33][C:5]([CH2:6][C:7]2[C:15]3[C:14](=[O:16])[NH:13][C:12](=[O:17])[N:11]([CH2:18][O:19][CH2:20][CH2:21][Si:22]([CH3:25])([CH3:24])[CH3:23])[C:10]=3[O:9][C:8]=2[C:26]2[CH:31]=[CH:30][CH:29]=[C:28]([Cl:32])[CH:27]=2)=[CH:4][CH:3]=1.Br[CH2:36][CH2:37][CH2:38][O:39][CH:40]1[CH2:45][CH2:44][CH2:43][CH2:42][O:41]1.C([O-])([O-])=O.[K+].[K+], predict the reaction product. The product is: [Cl:1][C:2]1[CH:3]=[CH:4][C:5]([CH2:6][C:7]2[C:15]3[C:14](=[O:16])[N:13]([CH2:36][CH2:37][CH2:38][O:39][CH:40]4[CH2:45][CH2:44][CH2:43][CH2:42][O:41]4)[C:12](=[O:17])[N:11]([CH2:18][O:19][CH2:20][CH2:21][Si:22]([CH3:25])([CH3:24])[CH3:23])[C:10]=3[O:9][C:8]=2[C:26]2[CH:31]=[CH:30][CH:29]=[C:28]([Cl:32])[CH:27]=2)=[CH:33][CH:34]=1. (7) Given the reactants [H-].[Na+].[CH3:3]N(C=O)C.[Cl:8][C:9]1[CH:34]=[CH:33][C:12]2[NH:13][C:14]([CH2:16][N:17]([CH3:32])[C:18](=[O:31])[CH2:19][N:20]3[C:24]4[CH:25]=[C:26]([Cl:29])[CH:27]=[CH:28][C:23]=4[S:22][C:21]3=[O:30])=[N:15][C:11]=2[CH:10]=1.CI, predict the reaction product. The product is: [ClH:8].[Cl:8][C:9]1[CH:34]=[CH:33][C:12]2[N:13]([CH3:3])[C:14]([CH2:16][N:17]([CH3:32])[C:18](=[O:31])[CH2:19][N:20]3[C:24]4[CH:25]=[C:26]([Cl:29])[CH:27]=[CH:28][C:23]=4[S:22][C:21]3=[O:30])=[N:15][C:11]=2[CH:10]=1. (8) Given the reactants [CH2:1]([O:3][C:4]([C:6]1[O:7][C:8]2[CH:15]=[CH:14][CH:13]=[C:12]([CH2:16][OH:17])[C:9]=2[C:10]=1[CH3:11])=[O:5])[CH3:2].I[CH3:19], predict the reaction product. The product is: [CH3:19][O:17][CH2:16][C:12]1[C:9]2[C:10]([CH3:11])=[C:6]([C:4]([O:3][CH2:1][CH3:2])=[O:5])[O:7][C:8]=2[CH:15]=[CH:14][CH:13]=1. (9) Given the reactants [CH2:1]([N:3]1[C:12]2[C:11](=O)[NH:10][CH2:9][C:8]([C:14]3[CH:19]=[CH:18][CH:17]=[CH:16][CH:15]=3)=[N:7][C:6]=2[C:5]([CH:20]([CH3:22])[CH3:21])=[N:4]1)[CH3:2].COC1C=CC(P2(SP(C3C=CC(OC)=CC=3)(=S)S2)=[S:32])=CC=1.Cl.CO, predict the reaction product. The product is: [CH2:1]([N:3]1[C:12]2[C:11](=[S:32])[NH:10][CH2:9][C:8]([C:14]3[CH:19]=[CH:18][CH:17]=[CH:16][CH:15]=3)=[N:7][C:6]=2[C:5]([CH:20]([CH3:22])[CH3:21])=[N:4]1)[CH3:2].